Dataset: Full USPTO retrosynthesis dataset with 1.9M reactions from patents (1976-2016). Task: Predict the reactants needed to synthesize the given product. (1) Given the product [Cl:1][C:2]1[CH:3]=[C:4]([CH2:24][C:23]([OH:26])=[O:25])[CH:5]=[C:6]([Cl:19])[C:7]=1[CH2:8][C:9]1[CH:14]=[C:13]([CH:15]([CH3:16])[CH3:17])[C:12](=[O:18])[NH:11][N:10]=1, predict the reactants needed to synthesize it. The reactants are: [Cl:1][C:2]1[CH:3]=[C:4](CC#N)[CH:5]=[C:6]([Cl:19])[C:7]=1[CH2:8][C:9]1[CH:14]=[C:13]([CH:15]([CH3:17])[CH3:16])[C:12](=[O:18])[NH:11][N:10]=1.[C:23]([O:26]CC)(=[O:25])[CH3:24]. (2) Given the product [O:1]1[CH:5]=[CH:4][C:3]([C:6]2([OH:8])[CH2:18][CH2:17]2)=[CH:2]1, predict the reactants needed to synthesize it. The reactants are: [O:1]1[CH:5]=[CH:4][C:3]([C:6]([O:8]CC)=O)=[CH:2]1.[Br-].S(=O)(=O)(O)O.[CH2:17](OCC)[CH3:18]. (3) Given the product [C:29]([C:26]1([C:22]2[CH:21]=[C:20]([CH:25]=[CH:24][CH:23]=2)[C:19]([NH:18][C:16]2[CH:17]=[C:12]([O:11][C:6]3[N:5]=[C:4]4[S:3][C:2]([NH:1][C:36]([CH:33]5[CH2:35][CH2:34]5)=[O:37])=[N:10][C:9]4=[CH:8][CH:7]=3)[CH:13]=[CH:14][C:15]=2[CH3:32])=[O:31])[CH2:27][CH2:28]1)#[N:30], predict the reactants needed to synthesize it. The reactants are: [NH2:1][C:2]1[S:3][C:4]2[C:9]([N:10]=1)=[CH:8][CH:7]=[C:6]([O:11][C:12]1[CH:13]=[CH:14][C:15]([CH3:32])=[C:16]([NH:18][C:19](=[O:31])[C:20]3[CH:25]=[CH:24][CH:23]=[C:22]([C:26]4([C:29]#[N:30])[CH2:28][CH2:27]4)[CH:21]=3)[CH:17]=1)[N:5]=2.[CH:33]1([C:36](Cl)=[O:37])[CH2:35][CH2:34]1. (4) The reactants are: [N:1]1([C:7]2[CH:8]=[CH:9][C:10]3[N:11]([C:13]([C:16]([F:19])([F:18])[F:17])=[N:14][N:15]=3)[N:12]=2)[CH2:6][CH2:5][NH:4][CH2:3][CH2:2]1.[CH3:20][C:21]1[CH:22]=[C:23]([CH:26]=[CH:27][CH:28]=1)[CH:24]=O. Given the product [CH3:20][C:21]1[CH:22]=[C:23]([CH2:24][N:4]2[CH2:3][CH2:2][N:1]([C:7]3[CH:8]=[CH:9][C:10]4[N:11]([C:13]([C:16]([F:17])([F:18])[F:19])=[N:14][N:15]=4)[N:12]=3)[CH2:6][CH2:5]2)[CH:26]=[CH:27][CH:28]=1, predict the reactants needed to synthesize it. (5) Given the product [CH:1]1([N:6]2[CH2:11][CH2:10][N:9]([C:12]3[CH:17]=[CH:16][C:15]([B:19]4[O:23][C:22]([CH3:25])([CH3:24])[C:21]([CH3:27])([CH3:26])[O:20]4)=[CH:14][CH:13]=3)[CH2:8][CH2:7]2)[CH2:5][CH2:4][CH2:3][CH2:2]1, predict the reactants needed to synthesize it. The reactants are: [CH:1]1([N:6]2[CH2:11][CH2:10][N:9]([C:12]3[CH:17]=[CH:16][C:15](I)=[CH:14][CH:13]=3)[CH2:8][CH2:7]2)[CH2:5][CH2:4][CH2:3][CH2:2]1.[B:19]1([B:19]2[O:23][C:22]([CH3:25])([CH3:24])[C:21]([CH3:27])([CH3:26])[O:20]2)[O:23][C:22]([CH3:25])([CH3:24])[C:21]([CH3:27])([CH3:26])[O:20]1.CC([O-])=O.[K+]. (6) Given the product [CH2:17]([O:21][C:22]([N:24]1[CH2:25][CH2:26][N:27]([C:30](=[O:33])[CH2:31][NH:32][C:14]([C:4]2[CH:3]=[C:2]([OH:1])[C:11]3[C:6](=[CH:7][C:8]([CH3:13])=[C:9]([CH3:12])[CH:10]=3)[N:5]=2)=[O:16])[CH2:28][CH2:29]1)=[O:23])[CH2:18][CH2:19][CH3:20], predict the reactants needed to synthesize it. The reactants are: [OH:1][C:2]1[C:11]2[C:6](=[CH:7][C:8]([CH3:13])=[C:9]([CH3:12])[CH:10]=2)[N:5]=[C:4]([C:14]([OH:16])=O)[CH:3]=1.[CH2:17]([O:21][C:22]([N:24]1[CH2:29][CH2:28][N:27]([C:30](=[O:33])[CH2:31][NH2:32])[CH2:26][CH2:25]1)=[O:23])[CH2:18][CH2:19][CH3:20].C1C=CC2N(O)N=NC=2C=1.C(Cl)CCl. (7) Given the product [OH:32][C:31]1[CH:38]=[C:37]2[C:36]([C@@H:19]([C:20]3[CH:28]=[CH:27][C:24]([O:25][CH3:26])=[C:22]([OH:23])[CH:21]=3)[CH2:18][C:17](=[O:30])[O:29]2)=[CH:34][CH:33]=1, predict the reactants needed to synthesize it. The reactants are: C1(C)C=CC(S(O)(=O)=O)=CC=1.S(=O)(=O)(O)O.[C:17]([OH:30])(=[O:29])/[CH:18]=[CH:19]/[C:20]1[CH:28]=[CH:27][C:24]([O:25][CH3:26])=[C:22]([OH:23])[CH:21]=1.[C:31]1([CH:38]=[CH:37][CH:36]=[C:34](O)[CH:33]=1)[OH:32].